From a dataset of Forward reaction prediction with 1.9M reactions from USPTO patents (1976-2016). Predict the product of the given reaction. (1) Given the reactants [C:1]([N:4]1[C:13]2[C:8](=[CH:9][C:10]([C:14]#[C:15][Si](C(C)C)(C(C)C)C(C)C)=[CH:11][CH:12]=2)[C@H:7]([NH:26][C:27]2[CH:32]=[CH:31][CH:30]=[C:29]([CH3:33])[N:28]=2)[CH2:6][C@@H:5]1[CH3:34])(=[O:3])[CH3:2].CCCC[N+](CCCC)(CCCC)CCCC.[F-], predict the reaction product. The product is: [C:1]([N:4]1[C:13]2[C:8](=[CH:9][C:10]([C:14]#[CH:15])=[CH:11][CH:12]=2)[C@H:7]([NH:26][C:27]2[CH:32]=[CH:31][CH:30]=[C:29]([CH3:33])[N:28]=2)[CH2:6][C@@H:5]1[CH3:34])(=[O:3])[CH3:2]. (2) Given the reactants [C:1]([C:3]1[CH:11]=[CH:10][CH:9]=[C:8]2[C:4]=1[CH:5]=[CH:6][N:7]2[CH2:12][CH2:13][CH2:14][C:15]([O:17][CH2:18][CH3:19])=[O:16])#[N:2].[NH2:20][OH:21].Cl.C([O-])(O)=O.[Na+], predict the reaction product. The product is: [OH:21][NH:20][C:1](=[NH:2])[C:3]1[CH:11]=[CH:10][CH:9]=[C:8]2[C:4]=1[CH:5]=[CH:6][N:7]2[CH2:12][CH2:13][CH2:14][C:15]([O:17][CH2:18][CH3:19])=[O:16].